This data is from Forward reaction prediction with 1.9M reactions from USPTO patents (1976-2016). The task is: Predict the product of the given reaction. (1) Given the reactants [F:1][C:2]1[C:3]([O:27][CH2:28][CH:29]([CH3:31])[CH3:30])=[CH:4][CH:5]=[C:6]2[C:11]=1[C:10]([CH3:13])([CH3:12])[C:9](=[O:14])[C:8]([C:15]([NH:17][CH2:18][C:19]([O:21]C(C)(C)C)=[O:20])=[O:16])=[C:7]2[OH:26], predict the reaction product. The product is: [F:1][C:2]1[C:3]([O:27][CH2:28][CH:29]([CH3:31])[CH3:30])=[CH:4][CH:5]=[C:6]2[C:11]=1[C:10]([CH3:13])([CH3:12])[C:9](=[O:14])[C:8]([C:15]([NH:17][CH2:18][C:19]([OH:21])=[O:20])=[O:16])=[C:7]2[OH:26]. (2) Given the reactants [NH2:1][C:2]1[CH:7]=[CH:6][C:5]([CH2:8][CH2:9][C:10]([C:12]2[CH:17]=[CH:16][C:15](F)=[CH:14][CH:13]=2)=[O:11])=[CH:4][CH:3]=1.[NH:19]1[CH2:24][CH2:23][O:22][CH2:21][CH2:20]1, predict the reaction product. The product is: [NH2:1][C:2]1[CH:7]=[CH:6][C:5]([CH2:8][CH2:9][C:10]([C:12]2[CH:17]=[CH:16][C:15]([N:19]3[CH2:24][CH2:23][O:22][CH2:21][CH2:20]3)=[CH:14][CH:13]=2)=[O:11])=[CH:4][CH:3]=1. (3) Given the reactants [CH3:1][C:2]1[N:3]=[CH:4][N:5]([C:7]2[CH:12]=[C:11]([C:13]([F:16])([F:15])[F:14])[CH:10]=[C:9]([N+:17]([O-])=O)[CH:8]=2)[CH:6]=1, predict the reaction product. The product is: [CH3:1][C:2]1[N:3]=[CH:4][N:5]([C:7]2[CH:8]=[C:9]([NH2:17])[CH:10]=[C:11]([C:13]([F:16])([F:14])[F:15])[CH:12]=2)[CH:6]=1. (4) Given the reactants [NH2:1][C@@H:2]([CH2:33][C:34]1[CH:39]=[CH:38][CH:37]=[CH:36][CH:35]=1)[C@@H:3]([OH:32])[CH2:4][C@@H:5]([NH:19][C:20]([C@@H:22]([NH:27][C:28](=[O:31])[O:29][CH3:30])[C:23]([CH3:26])([CH3:25])[CH3:24])=[O:21])[CH2:6][C:7]1[CH:12]=[CH:11][C:10]([C:13]2[CH:18]=[CH:17][CH:16]=[CH:15][N:14]=2)=[CH:9][CH:8]=1.[C:40]([NH:47][C@H:48]([C:53](O)=[O:54])[C:49]([CH3:52])([CH3:51])[CH3:50])([O:42][C:43]([CH3:46])([CH3:45])[CH3:44])=[O:41].CCOP(ON1N=NC2C=CC=CC=2C1=O)(OCC)=O.C(N(CC)C(C)C)(C)C, predict the reaction product. The product is: [CH3:30][O:29][C:28](=[O:31])[NH:27][C@@H:22]([C:23]([CH3:26])([CH3:25])[CH3:24])[C:20](=[O:21])[NH:19][C@@H:5]([CH2:6][C:7]1[CH:12]=[CH:11][C:10]([C:13]2[CH:18]=[CH:17][CH:16]=[CH:15][N:14]=2)=[CH:9][CH:8]=1)[CH2:4][C@H:3]([OH:32])[C@H:2]([CH2:33][C:34]1[CH:35]=[CH:36][CH:37]=[CH:38][CH:39]=1)[NH:1][C:53](=[O:54])[C@H:48]([C:49]([CH3:52])([CH3:51])[CH3:50])[NH:47][C:40](=[O:41])[O:42][C:43]([CH3:45])([CH3:46])[CH3:44]. (5) Given the reactants [O:1]1[CH:5]=[CH:4][C:3]([C:6](=[O:9])[CH:7]=[CH2:8])=[N:2]1.[ClH:10], predict the reaction product. The product is: [Cl:10][CH2:8][CH2:7][C:6]([C:3]1[CH:4]=[CH:5][O:1][N:2]=1)=[O:9].